From a dataset of Reaction yield outcomes from USPTO patents with 853,638 reactions. Predict the reaction yield, written as a fraction of the theoretical maximum amount of product (1.0 means a 100% yield; for example, 0.34 means a 34% yield). (1) The catalyst is CCO. The product is [CH3:18][C:11]1([CH3:17])[CH2:12][C:13]([CH3:15])([CH3:16])[CH2:14][CH:9]([N:6]2[C:5](=[O:19])[C:4]3[CH:20]=[N:23][NH:2][C:3]=3[CH:8]=[N:7]2)[CH2:10]1. The reactants are C[N:2](C)[C:3]1[CH:8]=[N:7][N:6]([CH:9]2[CH2:14][C:13]([CH3:16])([CH3:15])[CH2:12][C:11]([CH3:18])([CH3:17])[CH2:10]2)[C:5](=[O:19])[C:4]=1[CH:20]=O.[NH2:23]N.O. The yield is 0.460. (2) The reactants are [C:1]([OH:11])(=O)[CH2:2][CH2:3][C:4]1[CH:9]=[CH:8][CH:7]=[CH:6][CH:5]=1.CN(C=O)C.C(Cl)(C([Cl:21])=O)=O. The catalyst is C(Cl)Cl. The product is [C:4]1([CH2:3][CH2:2][C:1]([Cl:21])=[O:11])[CH:9]=[CH:8][CH:7]=[CH:6][CH:5]=1. The yield is 1.00.